Dataset: Forward reaction prediction with 1.9M reactions from USPTO patents (1976-2016). Task: Predict the product of the given reaction. (1) Given the reactants [Cl:1][C:2]1[CH:7]=[C:6]([Cl:8])[CH:5]=[CH:4][C:3]=1[C:9]1[N:10]=[C:11](/[CH:18]=[CH:19]/[C:20]2[CH:25]=[CH:24][C:23]([O:26][CH3:27])=[CH:22][CH:21]=2)[N:12]([CH2:14][C:15]([OH:17])=O)[CH:13]=1.[C:28]([C:32]1[CH:39]=[CH:38][C:35]([CH2:36][NH2:37])=[CH:34][CH:33]=1)([CH3:31])([CH3:30])[CH3:29], predict the reaction product. The product is: [C:28]([C:32]1[CH:33]=[CH:34][C:35]([CH2:36][NH:37][C:15](=[O:17])[CH2:14][N:12]2[CH:13]=[C:9]([C:3]3[CH:4]=[CH:5][C:6]([Cl:8])=[CH:7][C:2]=3[Cl:1])[N:10]=[C:11]2/[CH:18]=[CH:19]/[C:20]2[CH:25]=[CH:24][C:23]([O:26][CH3:27])=[CH:22][CH:21]=2)=[CH:38][CH:39]=1)([CH3:31])([CH3:29])[CH3:30]. (2) Given the reactants [Cl:1][C:2]1[CH:15]=[C:14]([N+:16]([O-])=O)[CH:13]=[CH:12][C:3]=1[O:4][C:5]1[CH:6]=[C:7]([OH:11])[CH:8]=[CH:9][CH:10]=1.Br[CH2:20][CH:21]=[C:22]([CH3:24])[CH3:23].C(=O)([O-])[O-].[Cs+].[Cs+].[Cl-].[Ca+2].[Cl-], predict the reaction product. The product is: [Cl:1][C:2]1[CH:15]=[C:14]([CH:13]=[CH:12][C:3]=1[O:4][C:5]1[CH:10]=[CH:9][CH:8]=[C:7]([O:11][CH2:20][CH:21]=[C:22]([CH3:24])[CH3:23])[CH:6]=1)[NH2:16]. (3) Given the reactants [F:1][C:2]([F:13])([F:12])[O:3][C:4]1[CH:11]=[CH:10][CH:9]=[CH:8][C:5]=1[CH:6]=O.[NH2:14][C:15]1[CH:16]=[C:17]2[C:21]3=[C:22]([CH2:24][S:25][CH2:26][CH2:27][N:20]3[C@H:19]3[CH2:28][CH2:29][N:30](C(OC(C)(C)C)=O)[CH2:31][C@@H:18]23)[CH:23]=1, predict the reaction product. The product is: [F:1][C:2]([F:13])([F:12])[O:3][C:4]1[CH:11]=[CH:10][CH:9]=[CH:8][C:5]=1[CH2:6][NH:14][C:15]1[CH:16]=[C:17]2[C:21]3=[C:22]([CH2:24][S:25][CH2:26][CH2:27][N:20]3[C@H:19]3[CH2:28][CH2:29][NH:30][CH2:31][C@@H:18]23)[CH:23]=1. (4) The product is: [Cl:55][C:32]([Cl:31])([Cl:56])[CH2:33][O:34][C:35]([C@@H:37]1[CH2:42][CH2:41][CH2:40][N:39]([C:43](=[O:54])[C@@H:44]([NH:46][C:47](=[O:53])[C@@H:48]([O:25][C:24](=[O:26])[C@@:23]([CH2:28][O:29][CH3:30])([CH3:27])/[CH:22]=[CH:21]/[C:15]2[CH:14]=[C:13]3[C:18]([CH:19]=[CH:20][C:11]([C@H:9]([NH:8][C:6]([O:5][C:1]([CH3:3])([CH3:4])[CH3:2])=[O:7])[CH3:10])=[N:12]3)=[CH:17][CH:16]=2)[CH:49]([CH3:50])[CH3:51])[CH3:45])[NH:38]1)=[O:36]. Given the reactants [C:1]([O:5][C:6]([NH:8][C@@H:9]([C:11]1[CH:20]=[CH:19][C:18]2[C:13](=[CH:14][C:15](/[CH:21]=[CH:22]/[C@:23]([CH2:28][O:29][CH3:30])([CH3:27])[C:24]([OH:26])=[O:25])=[CH:16][CH:17]=2)[N:12]=1)[CH3:10])=[O:7])([CH3:4])([CH3:3])[CH3:2].[Cl:31][C:32]([Cl:56])([Cl:55])[CH2:33][O:34][C:35]([C@@H:37]1[CH2:42][CH2:41][CH2:40][N:39]([C:43](=[O:54])[C@@H:44]([NH:46][C:47](=[O:53])[C@@H:48](O)[CH:49]([CH3:51])[CH3:50])[CH3:45])[NH:38]1)=[O:36].C(N(CC)C(C)C)(C)C.CC1C=CC=C([N+]([O-])=O)C=1C(OC(=O)C1C([N+]([O-])=O)=CC=CC=1C)=O.C(=O)([O-])O.[Na+], predict the reaction product. (5) Given the reactants [OH:1][CH:2]([C:5]1[CH:6]=[C:7]2[C:12](=[CH:13][C:14]=1[O:15][CH3:16])[N:11]=[CH:10][CH:9]=[C:8]2[O:17][CH2:18][CH2:19][N:20]1[C:25](=[O:26])[CH:24]=[CH:23][C:22]([C:27]2[CH:28]=[C:29]([CH2:33][NH:34][C:35](=[O:41])[O:36][C:37]([CH3:40])([CH3:39])[CH3:38])[CH:30]=[CH:31][CH:32]=2)=[N:21]1)CO.C1COCC1.CO, predict the reaction product. The product is: [CH:2]([C:5]1[CH:6]=[C:7]2[C:12](=[CH:13][C:14]=1[O:15][CH3:16])[N:11]=[CH:10][CH:9]=[C:8]2[O:17][CH2:18][CH2:19][N:20]1[C:25](=[O:26])[CH:24]=[CH:23][C:22]([C:27]2[CH:28]=[C:29]([CH2:33][NH:34][C:35](=[O:41])[O:36][C:37]([CH3:39])([CH3:38])[CH3:40])[CH:30]=[CH:31][CH:32]=2)=[N:21]1)=[O:1]. (6) Given the reactants Cl.[NH:2]1[CH2:7][CH2:6][CH2:5][CH:4]([C:8]2[CH:23]=[CH:22][C:11]([O:12][C:13]3[CH:21]=[CH:20][C:16]([C:17]([NH2:19])=[O:18])=[CH:15][N:14]=3)=[CH:10][CH:9]=2)[CH2:3]1.Br[CH2:25][CH2:26][C:27]1[CH:32]=[CH:31][CH:30]=[CH:29][CH:28]=1.C(=O)([O-])[O-].[K+].[K+], predict the reaction product. The product is: [CH2:25]([N:2]1[CH2:7][CH2:6][CH2:5][CH:4]([C:8]2[CH:9]=[CH:10][C:11]([O:12][C:13]3[CH:21]=[CH:20][C:16]([C:17]([NH2:19])=[O:18])=[CH:15][N:14]=3)=[CH:22][CH:23]=2)[CH2:3]1)[CH2:26][C:27]1[CH:32]=[CH:31][CH:30]=[CH:29][CH:28]=1. (7) Given the reactants [Cl:1][C:2]1[S:6][C:5]([CH2:7][N:8]2[C:16]3[C:11](=[CH:12][CH:13]=[CH:14][CH:15]=3)[C:10]([CH:17]3[CH2:22][CH2:21][NH:20][CH2:19][CH2:18]3)=[CH:9]2)=[CH:4][CH:3]=1.C[O:24][C:25](=[O:36])[C:26]1[CH:31]=[CH:30][CH:29]=[CH:28][C:27]=1[O:32][CH2:33][CH2:34]Cl, predict the reaction product. The product is: [Cl:1][C:2]1[S:6][C:5]([CH2:7][N:8]2[C:16]3[C:11](=[CH:12][CH:13]=[CH:14][CH:15]=3)[C:10]([CH:17]3[CH2:22][CH2:21][N:20]([CH2:34][CH2:33][O:32][C:27]4[CH:28]=[CH:29][CH:30]=[CH:31][C:26]=4[C:25]([OH:36])=[O:24])[CH2:19][CH2:18]3)=[CH:9]2)=[CH:4][CH:3]=1. (8) Given the reactants F[C:2]1[CH:3]=[CH:4][C:5]([N+:9]([O-:11])=[O:10])=[C:6]([CH:8]=1)[NH2:7].[CH3:12][C@@H:13]1[NH:18][CH2:17][C@@H:16]([CH2:19][N:20]([CH3:22])[CH3:21])[O:15][CH2:14]1.C(N(CC)CC)C.CN1CCCC1=O, predict the reaction product. The product is: [NH2:7][C:6]1[CH:8]=[C:2]([N:18]2[C@@H:13]([CH3:12])[CH2:14][O:15][C@H:16]([CH2:19][N:20]([CH3:21])[CH3:22])[CH2:17]2)[CH:3]=[CH:4][C:5]=1[N+:9]([O-:11])=[O:10]. (9) Given the reactants [F:1][C:2]([F:29])([F:28])[C:3]([C:9]1[CH:27]=[CH:26][C:12]([CH2:13][N:14]2[C:22]3[C:17](=[CH:18][C:19]([C:23](O)=[O:24])=[CH:20][CH:21]=3)[CH2:16][CH2:15]2)=[CH:11][CH:10]=1)([OH:8])[C:4]([F:7])([F:6])[F:5].C[CH2:31][N:32](CC)[CH2:33]C.C1C=CC2N(O)N=NC=2C=1.CCN=C=NCCCN(C)C.Cl.Cl, predict the reaction product. The product is: [F:6][C:4]([F:5])([F:7])[C:3]([C:9]1[CH:27]=[CH:26][C:12]([CH2:13][N:14]2[C:22]3[C:17](=[CH:18][C:19]([C:23]([N:32]([CH3:33])[CH3:31])=[O:24])=[CH:20][CH:21]=3)[CH2:16][CH2:15]2)=[CH:11][CH:10]=1)([OH:8])[C:2]([F:28])([F:1])[F:29].